This data is from Catalyst prediction with 721,799 reactions and 888 catalyst types from USPTO. The task is: Predict which catalyst facilitates the given reaction. Reactant: C[O:2][C:3]1[CH:20]=[CH:19][CH:18]=[CH:17][C:4]=1[CH2:5][C:6]1[C:7]([NH2:16])=[N:8][C:9]2[C:14]([CH:15]=1)=[CH:13][CH:12]=[CH:11][CH:10]=2.B(Br)(Br)Br.O. Product: [NH2:16][C:7]1[C:6]([CH2:5][C:4]2[CH:17]=[CH:18][CH:19]=[CH:20][C:3]=2[OH:2])=[CH:15][C:14]2[C:9](=[CH:10][CH:11]=[CH:12][CH:13]=2)[N:8]=1. The catalyst class is: 4.